Dataset: Full USPTO retrosynthesis dataset with 1.9M reactions from patents (1976-2016). Task: Predict the reactants needed to synthesize the given product. (1) Given the product [C:26]([O:30][C:31]([N:33]1[CH2:45][C@@H:44]([CH3:46])[N:43]2[C@H:35]([CH2:36][C:37]3[C:42]2=[N:41][C:40]([CH:47]([F:49])[F:48])=[C:39]([CH2:50][OH:51])[CH:38]=3)[CH2:34]1)=[O:32])([CH3:27])([CH3:28])[CH3:29], predict the reactants needed to synthesize it. The reactants are: C(OC(N1C[C@@H](C)N2[C@H](CC3C2=NC(CC)=C(CO)C=3)C1)=O)(C)(C)C.[C:26]([O:30][C:31]([N:33]1[CH2:45][C@@H:44]([CH3:46])[N:43]2[C@H:35]([CH2:36][C:37]3[C:42]2=[N:41][C:40]([CH:47]([F:49])[F:48])=[C:39]([CH:50]=[O:51])[CH:38]=3)[CH2:34]1)=[O:32])([CH3:29])([CH3:28])[CH3:27].[BH4-].[Na+]. (2) Given the product [CH3:10][O:9][C:5]1[C:4]([O:11][CH2:14][CH2:15][O:16][CH3:17])=[C:3]([CH2:2][OH:1])[CH:8]=[CH:7][CH:6]=1, predict the reactants needed to synthesize it. The reactants are: [OH:1][CH2:2][C:3]1[CH:8]=[CH:7][CH:6]=[C:5]([O:9][CH3:10])[C:4]=1[OH:11].ClC[CH2:14][CH2:15][O:16][CH3:17]. (3) Given the product [N:30]1[CH:31]=[CH:32][CH:33]=[C:28]([CH2:27][N:1]2[CH2:5][CH2:4][C@H:3]([N:6]([CH2:15][C:16]3[CH:21]=[CH:20][CH:19]=[CH:18][C:17]=3[C:22]([F:24])([F:23])[F:25])[C:7]3[CH:8]=[CH:9][C:10]([C:11]#[N:12])=[CH:13][CH:14]=3)[CH2:2]2)[CH:29]=1, predict the reactants needed to synthesize it. The reactants are: [NH:1]1[CH2:5][CH2:4][C@H:3]([N:6]([CH2:15][C:16]2[CH:21]=[CH:20][CH:19]=[CH:18][C:17]=2[C:22]([F:25])([F:24])[F:23])[C:7]2[CH:14]=[CH:13][C:10]([C:11]#[N:12])=[CH:9][CH:8]=2)[CH2:2]1.Br[CH2:27][C:28]1[CH:29]=[N:30][CH:31]=[CH:32][CH:33]=1. (4) Given the product [CH2:24]([O:26][C:27](=[O:34])[CH:28]([C:20]1[CH:19]=[CH:18][C:17]([Br:16])=[CH:22][N:21]=1)[C:29]([O:31][CH2:32][CH3:33])=[O:30])[CH3:25], predict the reactants needed to synthesize it. The reactants are: BrC1C=CC(C(CCCCl)C(O)=O)=NC=1.[Br:16][C:17]1[CH:18]=[CH:19][C:20](I)=[N:21][CH:22]=1.[CH2:24]([O:26][C:27](=[O:34])[CH2:28][C:29]([O:31][CH2:32][CH3:33])=[O:30])[CH3:25]. (5) Given the product [CH2:1]([NH:8][C:9]([C:11]1[S:15][C:14]([N:16]2[CH2:20][CH2:19][N:18]([CH2:23][C:34]3([C:35]#[N:36])[CH:33]=[CH:32][CH:31]=[CH:38][CH2:37]3)[C:17]2=[O:21])=[N:13][C:12]=1[CH3:22])=[O:10])[C:2]1[CH:7]=[CH:6][CH:5]=[CH:4][CH:3]=1, predict the reactants needed to synthesize it. The reactants are: [CH2:1]([NH:8][C:9]([C:11]1[S:15][C:14]([N:16]2[CH2:20][CH2:19][NH:18][C:17]2=[O:21])=[N:13][C:12]=1[CH3:22])=[O:10])[C:2]1[CH:7]=[CH:6][CH:5]=[CH:4][CH:3]=1.[C:23](=O)([O-])[O-].[K+].[K+].ClC[C:31]1[CH:38]=[CH:37][C:34]([C:35]#[N:36])=[CH:33][CH:32]=1. (6) Given the product [O:28]=[C:27]1[C:26]2[C:25](=[CH:33][CH:32]=[CH:31][CH:30]=2)[C:24](=[O:29])[N:1]1[C:2]1[C:12]([CH2:13][C:14]2[C:23]3[C:18](=[CH:19][CH:20]=[CH:21][CH:22]=3)[CH:17]=[CH:16][CH:15]=2)=[C:5]2[NH:6][C:7](=[O:11])[CH2:8][C:9](=[O:10])[N:4]2[N:3]=1, predict the reactants needed to synthesize it. The reactants are: [NH2:1][C:2]1[C:12]([CH2:13][C:14]2[C:23]3[C:18](=[CH:19][CH:20]=[CH:21][CH:22]=3)[CH:17]=[CH:16][CH:15]=2)=[C:5]2[NH:6][C:7](=[O:11])[CH2:8][C:9](=[O:10])[N:4]2[N:3]=1.[C:24]1(=O)[O:29][C:27](=[O:28])[C:26]2=[CH:30][CH:31]=[CH:32][CH:33]=[C:25]12. (7) Given the product [Br-:10].[CH:31]1[C:32]2[C:37](=[CH:36][CH:35]=[CH:34][CH:33]=2)[CH:38]=[CH:39][C:30]=1[CH2:29][N+:3]1[C:2]([Cl:1])=[C:6]([Cl:7])[N:5]([CH2:11][C:12]2[CH:25]=[C:24]3[C:26]4=[C:27]5[C:17]([CH:18]=[CH:19][CH:20]=[C:21]5[CH:22]=[CH:23]3)=[CH:16][CH:15]=[C:14]4[CH:13]=2)[CH:4]=1, predict the reactants needed to synthesize it. The reactants are: [Cl:1][C:2]1[N:3]=[CH:4][NH:5][C:6]=1[Cl:7].[OH-].[K+].[Br:10][CH2:11][C:12]1[CH:25]=[C:24]2[C:26]3=[C:27]4[C:17]([CH:18]=[CH:19][CH:20]=[C:21]4[CH:22]=[CH:23]2)=[CH:16][CH:15]=[C:14]3[CH:13]=1.Br[CH2:29][C:30]1[CH:39]=[CH:38][C:37]2[C:32](=[CH:33][CH:34]=[CH:35][CH:36]=2)[CH:31]=1. (8) Given the product [Br:1][C:2]1[N:7]=[C:6]([C:8]2[S:12][C:11]([C:26]3([OH:28])[CH2:25][CH2:24][CH:23]([C:29]([O:31][CH3:32])=[O:30])[C:22]([CH3:21])([CH3:33])[CH2:27]3)=[N:10][CH:9]=2)[CH:5]=[CH:4][CH:3]=1, predict the reactants needed to synthesize it. The reactants are: [Br:1][C:2]1[N:7]=[C:6]([C:8]2[S:12][CH:11]=[N:10][CH:9]=2)[CH:5]=[CH:4][CH:3]=1.C([N-]C(C)C)(C)C.[Li+].[CH3:21][C:22]1([CH3:33])[CH2:27][C:26](=[O:28])[CH2:25][CH2:24][CH:23]1[C:29]([O:31][CH3:32])=[O:30]. (9) Given the product [CH2:1]([N:3]([CH2:7][CH3:8])[CH2:4][CH2:5][NH:6][CH:12]([CH3:13])[CH2:11][N:10]([CH3:15])[CH3:9])[CH3:2], predict the reactants needed to synthesize it. The reactants are: [CH2:1]([N:3]([CH2:7][CH3:8])[CH2:4][CH2:5][NH2:6])[CH3:2].[CH3:9][N:10]([CH3:15])[CH2:11][CH:12](Cl)[CH3:13].